This data is from Forward reaction prediction with 1.9M reactions from USPTO patents (1976-2016). The task is: Predict the product of the given reaction. (1) Given the reactants Br[C:2]1[S:6][C:5]2=[N:7][CH:8]=[CH:9][N:4]2[N:3]=1.[CH2:10]([NH2:13])[CH2:11][CH3:12], predict the reaction product. The product is: [S:6]1[C:2]([NH:13][CH2:10][CH2:11][CH3:12])=[N:3][N:4]2[CH:9]=[CH:8][N:7]=[C:5]12. (2) Given the reactants [CH2:1]([N:4]1[C:8]([C:9]2[CH:14]=[CH:13][C:12]([Cl:15])=[CH:11][CH:10]=2)=[C:7]([C:16]2[CH:21]=[CH:20][N:19]=[CH:18][CH:17]=2)[N:6]=[C:5]1[C:22]1[C:27]([Cl:28])=[CH:26][CH:25]=[CH:24][C:23]=1[Cl:29])[CH:2]=[CH2:3], predict the reaction product. The product is: [Cl:15][C:12]1[CH:13]=[CH:14][C:9]([C:8]2[N:4]([CH2:1][CH2:2][CH3:3])[C:5]([C:22]3[C:23]([Cl:29])=[CH:24][CH:25]=[CH:26][C:27]=3[Cl:28])=[N:6][C:7]=2[C:16]2[CH:17]=[CH:18][N:19]=[CH:20][CH:21]=2)=[CH:10][CH:11]=1. (3) Given the reactants [Cl:1][CH2:2][CH2:3][OH:4].C([N-]C(C)C)(C)C.[Li+].[Br:13][C:14]1[CH:19]=[C:18](F)[C:17]([N+:21]([O-:23])=[O:22])=[CH:16][C:15]=1[CH:24]([F:26])[F:25].O, predict the reaction product. The product is: [Br:13][C:14]1[CH:19]=[C:18]([O:4][CH2:3][CH2:2][Cl:1])[C:17]([N+:21]([O-:23])=[O:22])=[CH:16][C:15]=1[CH:24]([F:25])[F:26].